From a dataset of hERG Central: cardiac toxicity at 1µM, 10µM, and general inhibition. Predict hERG channel inhibition at various concentrations. (1) The molecule is Fc1ccccc1C1c2[nH]c3ccccc3c2CCN1Cc1cccn1-c1ncccn1. Results: hERG_inhib (hERG inhibition (general)): blocker. (2) The drug is CCN(CC)c1ccc(NC(=O)CN2CCN(CC(=O)Nc3ccccc3F)CC2)cc1. Results: hERG_inhib (hERG inhibition (general)): blocker.